From a dataset of Peptide-MHC class I binding affinity with 185,985 pairs from IEDB/IMGT. Regression. Given a peptide amino acid sequence and an MHC pseudo amino acid sequence, predict their binding affinity value. This is MHC class I binding data. (1) The peptide sequence is LFPELECFF. The MHC is HLA-B57:01 with pseudo-sequence HLA-B57:01. The binding affinity (normalized) is 0.0847. (2) The peptide sequence is KYYLAYTSY. The MHC is HLA-A69:01 with pseudo-sequence HLA-A69:01. The binding affinity (normalized) is 0.0847. (3) The peptide sequence is LTREMGFLV. The MHC is Mamu-A11 with pseudo-sequence Mamu-A11. The binding affinity (normalized) is 0.206. (4) The peptide sequence is LVPFVQWFV. The MHC is HLA-A11:01 with pseudo-sequence HLA-A11:01. The binding affinity (normalized) is 0. (5) The peptide sequence is TGFGTNETE. The MHC is HLA-B07:02 with pseudo-sequence HLA-B07:02. The binding affinity (normalized) is 0. (6) The peptide sequence is STFAASGPF. The MHC is HLA-A26:01 with pseudo-sequence HLA-A26:01. The binding affinity (normalized) is 0.723.